Dataset: Full USPTO retrosynthesis dataset with 1.9M reactions from patents (1976-2016). Task: Predict the reactants needed to synthesize the given product. Given the product [CH3:35][N:23]1[C:24](=[O:34])[CH:25]=[C:26]([C:28]2[CH:33]=[CH:32][N:31]=[CH:30][CH:29]=2)[N:27]=[C:22]1[N:17]1[CH2:18][CH2:19][O:20][C@@H:15]([C:12]2[CH:11]=[CH:10][C:9]([N:2]([CH3:1])[C:3]3[CH:8]=[CH:7][CH:6]=[CH:5][N:4]=3)=[CH:14][CH:13]=2)[CH2:16]1, predict the reactants needed to synthesize it. The reactants are: [CH3:1][N:2]([C:9]1[CH:14]=[CH:13][C:12]([C@@H:15]2[O:20][CH2:19][CH2:18][NH:17][CH2:16]2)=[CH:11][CH:10]=1)[C:3]1[CH:8]=[CH:7][CH:6]=[CH:5][N:4]=1.Cl[C:22]1[N:23]([CH3:35])[C:24](=[O:34])[CH:25]=[C:26]([C:28]2[CH:33]=[CH:32][N:31]=[CH:30][CH:29]=2)[N:27]=1.C(N(CC)CC)C.